Task: Predict the product of the given reaction.. Dataset: Forward reaction prediction with 1.9M reactions from USPTO patents (1976-2016) (1) Given the reactants [Br:1][C:2]1[CH:7]=[CH:6][C:5]([OH:8])=[CH:4][CH:3]=1.[Cl:9][C:10]1[CH:15]=[C:14]([CH2:16]Cl)[N:13]=[C:12]([NH2:18])[N:11]=1.C([O-])([O-])=O.[K+].[K+], predict the reaction product. The product is: [Br:1][C:2]1[CH:7]=[CH:6][C:5]([O:8][CH2:16][C:14]2[CH:15]=[C:10]([Cl:9])[N:11]=[C:12]([NH2:18])[N:13]=2)=[CH:4][CH:3]=1. (2) Given the reactants [OH:1][C:2]1[C:7]([O:8][CH3:9])=[C:6]([C:10]([O:12]CC)=[O:11])[C:5]([CH3:15])=[C:4]([CH3:16])[C:3]=1[C:17](=[O:35])[CH:18]=[CH:19][C:20]1C=C(C(C)(C)C)[C:23](O)=[C:22]([C:31](C)(C)C)[CH:21]=1.CC1C=CC(C=[S:42])=CC=1, predict the reaction product. The product is: [OH:1][C:2]1[C:7]([O:8][CH3:9])=[C:6]([C:10]([OH:12])=[O:11])[C:5]([CH3:15])=[C:4]([CH3:16])[C:3]=1[C:17](=[O:35])[CH:18]=[CH:19][C:20]1[S:42][CH:23]=[C:22]([CH3:31])[CH:21]=1. (3) Given the reactants Cl[C:2]1[N:11]=[C:10]([NH:12][CH2:13][C:14]2([N:18]([CH2:26][C:27]3[CH:32]=[CH:31][CH:30]=[CH:29][CH:28]=3)[CH2:19][C:20]3[CH:25]=[CH:24][CH:23]=[CH:22][CH:21]=3)[CH2:17][O:16][CH2:15]2)[C:9]2[C:4](=[CH:5][CH:6]=[C:7]([CH3:33])[CH:8]=2)[N:3]=1.[F:34][C:35]1([F:46])[C:41]2[CH:42]=[CH:43][CH:44]=[CH:45][C:40]=2[CH2:39][NH:38][CH2:37][CH2:36]1.C(N(CC)CC)C.O, predict the reaction product. The product is: [CH2:19]([N:18]([CH2:26][C:27]1[CH:32]=[CH:31][CH:30]=[CH:29][CH:28]=1)[C:14]1([CH2:13][NH:12][C:10]2[C:9]3[C:4](=[CH:5][CH:6]=[C:7]([CH3:33])[CH:8]=3)[N:3]=[C:2]([N:38]3[CH2:37][CH2:36][C:35]([F:34])([F:46])[C:41]4[CH:42]=[CH:43][CH:44]=[CH:45][C:40]=4[CH2:39]3)[N:11]=2)[CH2:17][O:16][CH2:15]1)[C:20]1[CH:25]=[CH:24][CH:23]=[CH:22][CH:21]=1. (4) Given the reactants [Cl:1][C:2]1[CH:3]=[N:4][C:5]2[C:10]([CH:11]=1)=[CH:9][C:8]([CH2:12][C:13]1[CH:14]=[C:15]([CH:19]=[CH:20][N:21]=1)[C:16]([OH:18])=O)=[CH:7][CH:6]=2.Cl.[NH2:23][C:24]1[N:31]=[C:30]([CH3:32])[C:29]([CH2:33][NH2:34])=[CH:28][C:25]=1[C:26]#[N:27].CCN=C=NCCCN(C)C.C1C=CC2N(O)N=NC=2C=1, predict the reaction product. The product is: [NH2:23][C:24]1[N:31]=[C:30]([CH3:32])[C:29]([CH2:33][NH:34][C:16](=[O:18])[C:15]2[CH:19]=[CH:20][N:21]=[C:13]([CH2:12][C:8]3[CH:9]=[C:10]4[C:5](=[CH:6][CH:7]=3)[N:4]=[CH:3][C:2]([Cl:1])=[CH:11]4)[CH:14]=2)=[CH:28][C:25]=1[C:26]#[N:27].